From a dataset of Forward reaction prediction with 1.9M reactions from USPTO patents (1976-2016). Predict the product of the given reaction. (1) Given the reactants [C:1]([C:3]1[C:4]([N:15]2[CH2:21][CH2:20][CH2:19][NH:18][CH2:17][CH2:16]2)=[N:5][C:6]([CH3:14])=[C:7]([CH:13]=1)[C:8]([O:10][CH2:11][CH3:12])=[O:9])#[N:2].CCN(C(C)C)C(C)C.[N:31]([CH2:34][C:35]1[CH:40]=[CH:39][CH:38]=[CH:37][CH:36]=1)=[C:32]=[O:33].CCOC(C)=O, predict the reaction product. The product is: [CH2:34]([NH:31][C:32]([N:18]1[CH2:19][CH2:20][CH2:21][N:15]([C:4]2[C:3]([C:1]#[N:2])=[CH:13][C:7]([C:8]([O:10][CH2:11][CH3:12])=[O:9])=[C:6]([CH3:14])[N:5]=2)[CH2:16][CH2:17]1)=[O:33])[C:35]1[CH:40]=[CH:39][CH:38]=[CH:37][CH:36]=1. (2) Given the reactants [CH:1]1([N:4]=[C:5]([C:7]2[CH:12]=[C:11]([O:13][CH3:14])[N:10]=[C:9]([CH2:15][CH2:16][CH2:17][NH:18][C:19](=[O:22])[O:20][CH3:21])[CH:8]=2)[CH3:6])[CH2:3][CH2:2]1.[C@H]1(N(C)C(C2C=CC=CN=2)=O)CCCC[C@@H]1N(C)C(C1C=CC=CN=1)=O.Cl[SiH](Cl)Cl.C(=O)([O-])O.[Na+].C(=O)([O-])[O-].[K+].[K+], predict the reaction product. The product is: [CH:1]1([NH:4][C@@H:5]([C:7]2[CH:12]=[C:11]([O:13][CH3:14])[N:10]=[C:9]([CH2:15][CH2:16][CH2:17][NH:18][C:19](=[O:22])[O:20][CH3:21])[CH:8]=2)[CH3:6])[CH2:3][CH2:2]1. (3) Given the reactants [O:1]1[CH2:6][CH2:5][CH:4]([NH:7][C:8]2[C:13]3[C:14]([C:17]4[CH:22]=[C:21](C(F)(F)F)[CH:20]=[CH:19][N:18]=4)=[N:15][NH:16][C:12]=3[CH:11]=[CH:10][N:9]=2)[CH2:3][CH2:2]1.COC1C=CC(C[N:34]2C3C=CN=C(NC4CCOCC4)C=3C([Sn](C)(C)C)=N2)=CC=1.ClC1C=CN=C(C)N=1, predict the reaction product. The product is: [CH3:20][C:19]1[N:18]=[C:17]([C:14]2[C:13]3[C:8]([NH:7][CH:4]4[CH2:3][CH2:2][O:1][CH2:6][CH2:5]4)=[N:9][CH:10]=[CH:11][C:12]=3[NH:16][N:15]=2)[CH:22]=[CH:21][N:34]=1. (4) Given the reactants [F:1][C:2]1[CH:7]=[CH:6][C:5]([C:8]([C:11]2[C:12]([CH:17]=O)=[N:13][CH:14]=[CH:15][CH:16]=2)([CH3:10])[CH3:9])=[CH:4][CH:3]=1.[C:19]([O:23][C:24]([N:26]1[CH2:31][CH2:30][CH:29]([NH:32][CH2:33][C:34]2[C:39]([CH3:40])=[CH:38][C:37]([Cl:41])=[CH:36][N:35]=2)[CH2:28][CH2:27]1)=[O:25])([CH3:22])([CH3:21])[CH3:20].[BH-](OC(C)=O)(OC(C)=O)OC(C)=O.[Na+], predict the reaction product. The product is: [C:19]([O:23][C:24]([N:26]1[CH2:27][CH2:28][CH:29]([N:32]([CH2:33][C:34]2[C:39]([CH3:40])=[CH:38][C:37]([Cl:41])=[CH:36][N:35]=2)[CH2:17][C:12]2[C:11]([C:8]([C:5]3[CH:4]=[CH:3][C:2]([F:1])=[CH:7][CH:6]=3)([CH3:9])[CH3:10])=[CH:16][CH:15]=[CH:14][N:13]=2)[CH2:30][CH2:31]1)=[O:25])([CH3:22])([CH3:21])[CH3:20]. (5) The product is: [CH3:21][O:22][C:23]1[N:28]=[CH:27][C:26]([C:2]2[N:3]=[C:4]([N:15]3[CH2:20][CH2:19][O:18][CH2:17][CH2:16]3)[C:5]3[CH:10]=[C:9]([C:11]([OH:14])([CH3:13])[CH3:12])[S:8][C:6]=3[N:7]=2)=[CH:25][N:24]=1. Given the reactants Cl[C:2]1[N:3]=[C:4]([N:15]2[CH2:20][CH2:19][O:18][CH2:17][CH2:16]2)[C:5]2[CH:10]=[C:9]([C:11]([OH:14])([CH3:13])[CH3:12])[S:8][C:6]=2[N:7]=1.[CH3:21][O:22][C:23]1[N:28]=[CH:27][C:26](B(O)O)=[CH:25][N:24]=1, predict the reaction product. (6) Given the reactants BrC1C(C2SC=C(C(F)(F)F)N=2)=CC(NC(NCC)=O)=NC=1.[Br:23][C:24]1[C:25]([C:36]2[S:37][CH:38]([CH3:46])[C:39](O)([C:41]([F:44])([F:43])[F:42])[N:40]=2)=[CH:26][C:27]([NH:30][C:31]([NH:33][CH2:34][CH3:35])=[O:32])=[N:28][CH:29]=1, predict the reaction product. The product is: [Br:23][C:24]1[C:25]([C:36]2[S:37][C:38]([CH3:46])=[C:39]([C:41]([F:43])([F:42])[F:44])[N:40]=2)=[CH:26][C:27]([NH:30][C:31]([NH:33][CH2:34][CH3:35])=[O:32])=[N:28][CH:29]=1. (7) Given the reactants [C:1]([C:4]1[CH:9]=[CH:8][C:7]([S:10]([NH2:13])(=[O:12])=[O:11])=[CH:6][CH:5]=1)(=[O:3])[CH3:2].[CH:14]1([C:17]2[NH:18][CH:19]=[C:20]([C:22]3[C:23]([O:32][CH3:33])=[CH:24][C:25]([O:30][CH3:31])=[C:26]([CH:29]=3)[CH:27]=O)[N:21]=2)[CH2:16][CH2:15]1.C[O-].[Li+], predict the reaction product. The product is: [CH:14]1([C:17]2[NH:18][CH:19]=[C:20]([C:22]3[C:23]([O:32][CH3:33])=[CH:24][C:25]([O:30][CH3:31])=[C:26](/[CH:27]=[CH:2]/[C:1]([C:4]4[CH:5]=[CH:6][C:7]([S:10]([NH2:13])(=[O:11])=[O:12])=[CH:8][CH:9]=4)=[O:3])[CH:29]=3)[N:21]=2)[CH2:15][CH2:16]1.